This data is from Retrosynthesis with 50K atom-mapped reactions and 10 reaction types from USPTO. The task is: Predict the reactants needed to synthesize the given product. (1) The reactants are: CC(C)(Cn1cc(-c2ccc3c(c2)OCCc2sc(-c4ncnn4CC(F)(F)F)nc2-3)cn1)NC(=O)OC(C)(C)C. Given the product CC(C)(N)Cn1cc(-c2ccc3c(c2)OCCc2sc(-c4ncnn4CC(F)(F)F)nc2-3)cn1, predict the reactants needed to synthesize it. (2) Given the product CC(C)(C)[Si](C)(C)Oc1ccc(-c2ccc(C=O)cn2)cc1OCc1ccccc1, predict the reactants needed to synthesize it. The reactants are: CC(C)(C)[Si](C)(C)Oc1ccc(B(O)O)cc1OCc1ccccc1.O=Cc1ccc(Br)nc1. (3) Given the product CN(C)c1cccc(C2CC(C)(C)c3cc(Cl)cc(C(=O)NS(=O)(=O)C4CC4)c3N2)c1, predict the reactants needed to synthesize it. The reactants are: CN(C)c1cccc(C2CC(C)(C)c3cc(Cl)cc(C(=O)O)c3N2)c1.NS(=O)(=O)C1CC1. (4) Given the product Oc1cccc(C2CC(O)c3cc(O)ccc3O2)c1, predict the reactants needed to synthesize it. The reactants are: O=C1CC(c2cccc(O)c2)Oc2ccc(O)cc21.